This data is from Reaction yield outcomes from USPTO patents with 853,638 reactions. The task is: Predict the reaction yield, written as a fraction of the theoretical maximum amount of product (1.0 means a 100% yield; for example, 0.34 means a 34% yield). (1) The reactants are P(Cl)(Cl)([Cl:3])=O.[CH3:6][O:7][C:8]1[CH:9]=[C:10]2[C:15](=[CH:16][C:17]=1[O:18][CH3:19])[N:14]=[CH:13][NH:12][C:11]2=O. The catalyst is S1(CCCC1)(=O)=O. The product is [Cl:3][C:11]1[C:10]2[C:15](=[CH:16][C:17]([O:18][CH3:19])=[C:8]([O:7][CH3:6])[CH:9]=2)[N:14]=[CH:13][N:12]=1. The yield is 0.714. (2) The reactants are Cl.[NH:2]1[CH2:8][CH2:7][CH2:6][CH2:5][CH2:4][CH2:3]1.CC(C)=O.[C-]#N.[K+].CN(C)[C:18]1([C:23]#[N:24])[CH2:22]CC[CH2:19]1. The catalyst is O. The product is [N:2]1([C:18]([CH3:22])([CH3:19])[C:23]#[N:24])[CH2:8][CH2:7][CH2:6][CH2:5][CH2:4][CH2:3]1. The yield is 0.800.